This data is from Forward reaction prediction with 1.9M reactions from USPTO patents (1976-2016). The task is: Predict the product of the given reaction. (1) Given the reactants [NH2:1][C:2]1[N:7]=[CH:6][C:5]([C:8]2[CH:9]=[C:10]([NH2:19])[C:11]([NH:14][C:15]([CH3:18])([CH3:17])[CH3:16])=[CH:12][CH:13]=2)=[CH:4][N:3]=1.[NH:20]1[CH:24]=[C:23]([C:25]2[CH:32]=[CH:31][CH:30]=[CH:29][C:26]=2[CH:27]=O)[CH:22]=[N:21]1.OOS([O-])=O.[K+].S([O-])([O-])(=O)=S.[Na+].[Na+], predict the reaction product. The product is: [C:15]([N:14]1[C:11]2[CH:12]=[CH:13][C:8]([C:5]3[CH:4]=[N:3][C:2]([NH2:1])=[N:7][CH:6]=3)=[CH:9][C:10]=2[N:19]=[C:27]1[C:26]1[CH:29]=[CH:30][CH:31]=[CH:32][C:25]=1[C:23]1[CH:22]=[N:21][NH:20][CH:24]=1)([CH3:16])([CH3:18])[CH3:17]. (2) Given the reactants [CH2:1]([C@@:4]1([C:20]2[CH:25]=[CH:24][C:23]([F:26])=[CH:22][CH:21]=2)[O:9][C:8](=[O:10])[N:7]([C@H:11]([C:13]2[CH:18]=[CH:17][C:16](Br)=[CH:15][CH:14]=2)[CH3:12])[CH2:6][CH2:5]1)[CH:2]=[CH2:3].[CH3:27][N:28]1[CH2:33][CH2:32][NH:31][CH2:30][CH2:29]1.C(O[Na])(C)(C)C, predict the reaction product. The product is: [CH2:1]([C@@:4]1([C:20]2[CH:25]=[CH:24][C:23]([F:26])=[CH:22][CH:21]=2)[O:9][C:8](=[O:10])[N:7]([C@H:11]([C:13]2[CH:18]=[CH:17][C:16]([N:31]3[CH2:32][CH2:33][N:28]([CH3:27])[CH2:29][CH2:30]3)=[CH:15][CH:14]=2)[CH3:12])[CH2:6][CH2:5]1)[CH:2]=[CH2:3].